Dataset: Full USPTO retrosynthesis dataset with 1.9M reactions from patents (1976-2016). Task: Predict the reactants needed to synthesize the given product. (1) Given the product [CH2:1]([O:8][C:9]1[CH:17]=[CH:16][C:12]([C:13]2[S:36][C:31]3[CH:32]=[CH:33][CH:34]=[CH:35][C:30]=3[N:29]=2)=[CH:11][C:10]=1[O:18][CH3:19])[C:2]1[CH:7]=[CH:6][CH:5]=[CH:4][CH:3]=1, predict the reactants needed to synthesize it. The reactants are: [CH2:1]([O:8][C:9]1[CH:17]=[CH:16][C:12]([C:13](O)=O)=[CH:11][C:10]=1[O:18][CH3:19])[C:2]1[CH:7]=[CH:6][CH:5]=[CH:4][CH:3]=1.CN(C=O)C.S(Cl)(Cl)=O.[NH2:29][C:30]1[CH:35]=[CH:34][CH:33]=[CH:32][C:31]=1[SH:36]. (2) Given the product [C:12]1([CH:18]2[O:23][C@H:22]3[CH2:24][C@@H:25]([N:6]4[CH:7]=[C:2]([I:1])[C:3](=[O:9])[NH:4][C:5]4=[O:8])[CH2:26][O:27][C@@H:21]3[CH2:20][O:19]2)[CH:13]=[CH:14][CH:15]=[CH:16][CH:17]=1, predict the reactants needed to synthesize it. The reactants are: [I:1][C:2]1[C:3](=[O:9])[NH:4][C:5](=[O:8])[NH:6][CH:7]=1.[H-].[Na+].[C:12]1([CH:18]2[O:23][C@H:22]3[CH2:24][C@H:25](OS(C4C=CC(C)=CC=4)(=O)=O)[CH2:26][O:27][C@@H:21]3[CH2:20][O:19]2)[CH:17]=[CH:16][CH:15]=[CH:14][CH:13]=1.